This data is from Peptide-MHC class I binding affinity with 185,985 pairs from IEDB/IMGT. The task is: Regression. Given a peptide amino acid sequence and an MHC pseudo amino acid sequence, predict their binding affinity value. This is MHC class I binding data. (1) The peptide sequence is RIGGVLIFR. The MHC is HLA-A30:01 with pseudo-sequence HLA-A30:01. The binding affinity (normalized) is 0.0890. (2) The peptide sequence is RVKEKYQHL. The MHC is HLA-B44:02 with pseudo-sequence HLA-B44:02. The binding affinity (normalized) is 0.0232. (3) The peptide sequence is CHKGWGVSV. The MHC is HLA-B27:05 with pseudo-sequence HLA-B27:05. The binding affinity (normalized) is 0.0847. (4) The peptide sequence is FRAPNTREL. The MHC is HLA-A01:01 with pseudo-sequence HLA-A01:01. The binding affinity (normalized) is 0.0847. (5) The peptide sequence is MTQNISNDK. The MHC is HLA-B57:01 with pseudo-sequence HLA-B57:01. The binding affinity (normalized) is 0.0847. (6) The peptide sequence is YLSSVLLAL. The MHC is HLA-A02:02 with pseudo-sequence HLA-A02:02. The binding affinity (normalized) is 1.00. (7) The peptide sequence is AVHGYYIGY. The MHC is HLA-B58:01 with pseudo-sequence HLA-B58:01. The binding affinity (normalized) is 0.247. (8) The peptide sequence is VLTGNLQTL. The MHC is HLA-B08:02 with pseudo-sequence HLA-B08:02. The binding affinity (normalized) is 0.0847. (9) The peptide sequence is MQIRGFVYF. The MHC is HLA-B40:01 with pseudo-sequence HLA-B40:01. The binding affinity (normalized) is 0.0847. (10) The peptide sequence is TPIAYRNVL. The MHC is HLA-B35:01 with pseudo-sequence HLA-B35:01. The binding affinity (normalized) is 0.496.